From a dataset of Full USPTO retrosynthesis dataset with 1.9M reactions from patents (1976-2016). Predict the reactants needed to synthesize the given product. (1) Given the product [C:5]([O:8][C@H:9](/[CH:11]=[CH:12]\[C:13]([NH:15][C@@H:16]1[CH2:21][C@H:20]([CH3:22])[C@H:19]([CH2:23]/[CH:24]=[C:25](\[CH3:62])/[CH:26]=[CH:27]/[C@H:28]2[O:35][C@H:34]([CH2:36][C:37](=[O:38])[NH:39][NH:40][C:41](=[O:60])[C@H:42]([CH3:43])[NH:44][C:45](=[O:59])[C@H:46]([CH:47]([CH3:49])[CH3:48])[NH:50][C:51](=[O:58])[CH2:52][CH2:53][CH2:54][CH2:55][CH2:56][NH:57][C:66](=[O:67])[CH2:65][Br:64])[CH2:33][C@:30]3([O:32][CH2:31]3)[C@@H:29]2[OH:61])[O:18][C@@H:17]1[CH3:63])=[O:14])[CH3:10])(=[O:7])[CH3:6], predict the reactants needed to synthesize it. The reactants are: C(O)(=O)C.[C:5]([O:8][C@H:9](/[CH:11]=[CH:12]\[C:13]([NH:15][C@@H:16]1[CH2:21][C@H:20]([CH3:22])[C@H:19]([CH2:23]/[CH:24]=[C:25](\[CH3:62])/[CH:26]=[CH:27]/[C@H:28]2[O:35][C@H:34]([CH2:36][C:37]([NH:39][NH:40][C:41](=[O:60])[C@@H:42]([NH:44][C:45](=[O:59])[C@@H:46]([NH:50][C:51](=[O:58])[CH2:52][CH2:53][CH2:54][CH2:55][CH2:56][NH2:57])[CH:47]([CH3:49])[CH3:48])[CH3:43])=[O:38])[CH2:33][C@:30]3([O:32][CH2:31]3)[C@@H:29]2[OH:61])[O:18][C@@H:17]1[CH3:63])=[O:14])[CH3:10])(=[O:7])[CH3:6].[Br:64][CH2:65][C:66](ON1C(=O)CCC1=O)=[O:67].C(N(CC)C(C)C)(C)C.C(O[C@H](/C=C\C(N[C@@H]1C[C@H](C)[C@H](C/C=C(\C)/C=C/[C@H]2O[C@H](CNC(=O)CBr)C[C@]3(OC3)[C@@H]2O)O[C@@H]1C)=O)C)(=O)C. (2) Given the product [F:22][C:23]1[CH:29]=[CH:28][C:26]([N:27]2[C:2]3[C:3]([CH3:11])=[CH:4][N:5]=[CH:6][C:7]=3[N:8]=[N:16]2)=[CH:25][CH:24]=1, predict the reactants needed to synthesize it. The reactants are: Cl[C:2]1[C:7]([N+:8]([O-])=O)=[CH:6][N:5]=[CH:4][C:3]=1[CH3:11].ClC1C=C[N:16]=CC=1[N+]([O-])=O.[F:22][C:23]1[CH:29]=[CH:28][C:26]([NH2:27])=[CH:25][CH:24]=1.NC1C=CC=CN=1. (3) Given the product [C:4]([N:12]1[C:40]2[CH:39]=[CH:38][CH:37]=[CH:36][C:35]=2[C@:16]([C@H:23]([O:26][C:27]2[N:32]=[C:31]([CH3:33])[CH:30]=[C:29]([CH3:34])[N:28]=2)[C:24]([OH:25])=[O:3])([C:5]2[CH:10]=[CH:9][CH:8]=[CH:7][CH:6]=2)[NH:15][CH2:14][CH2:13]1)(=[O:11])[C:5]1[CH:10]=[CH:9][CH:8]=[CH:7][CH:6]=1, predict the reactants needed to synthesize it. The reactants are: O[Li].[OH2:3].[C:4]([N:12]1C2C=CC=CC=2[C@@:16]2([C:35]3[CH:40]=[CH:39][CH:38]=[CH:37][CH:36]=3)[C@H:23]([O:26][C:27]3[N:32]=[C:31]([CH3:33])[CH:30]=[C:29]([CH3:34])[N:28]=3)[C:24](=[O:25])[N:15]2[CH2:14][CH2:13]1)(=[O:11])[C:5]1[CH:10]=[CH:9][CH:8]=[CH:7][CH:6]=1. (4) Given the product [C:1]([NH:24][C@@H:25]([CH3:30])[C:26]([OH:28])=[O:27])(=[O:23])[CH2:2][CH2:3]/[CH:4]=[CH:5]\[CH2:6]/[CH:7]=[CH:8]\[CH2:9]/[CH:10]=[CH:11]\[CH2:12]/[CH:13]=[CH:14]\[CH2:15]/[CH:16]=[CH:17]\[CH2:18]/[CH:19]=[CH:20]\[CH2:21][CH3:22], predict the reactants needed to synthesize it. The reactants are: [C:1]([NH:24][C@@H:25]([CH3:30])[C:26]([O:28]C)=[O:27])(=[O:23])[CH2:2][CH2:3]/[CH:4]=[CH:5]\[CH2:6]/[CH:7]=[CH:8]\[CH2:9]/[CH:10]=[CH:11]\[CH2:12]/[CH:13]=[CH:14]\[CH2:15]/[CH:16]=[CH:17]\[CH2:18]/[CH:19]=[CH:20]\[CH2:21][CH3:22].[OH-].[Na+].Cl. (5) Given the product [CH2:1]([O:3][CH2:4][CH2:5][O:9][C:10]1[CH:11]=[CH:22][C:12]([CH:17]=[CH2:16])=[CH:13][CH:14]=1)[CH3:2].[OH:3][C:4]1[CH:5]=[CH:22][C:12]([CH:17]=[CH2:16])=[CH:13][CH:14]=1.[C:6]([O:9][CH:10]([CH3:12])[CH2:11][O:3][CH3:1])(=[O:8])[CH3:7], predict the reactants needed to synthesize it. The reactants are: [CH:1]([O:3][CH2:4][CH3:5])=[CH2:2].[C:6]([O:9][CH2:10][CH3:11])(=[O:8])[CH3:7].[C:12]1([CH3:22])[CH:17]=[CH:16]C(S(O)(=O)=O)=[CH:14][CH:13]=1.